This data is from Catalyst prediction with 721,799 reactions and 888 catalyst types from USPTO. The task is: Predict which catalyst facilitates the given reaction. (1) Reactant: C1(C)C=CC(S(O)(=O)=O)=CC=1.[CH2:12]([O:19][C:20](=[O:23])[CH2:21][NH2:22])[C:13]1[CH:18]=[CH:17][CH:16]=[CH:15][CH:14]=1.N1C=CC=CC=1.Cl[C:31]([O:33][CH2:34][Cl:35])=[O:32]. Product: [Cl:35][CH2:34][O:33][C:31]([NH:22][CH2:21][C:20]([O:19][CH2:12][C:13]1[CH:18]=[CH:17][CH:16]=[CH:15][CH:14]=1)=[O:23])=[O:32]. The catalyst class is: 27. (2) Reactant: FC1C(N2CCC(C3C=CC=CN=3)CC2)=CC=C2C=1N(C1C=CC=CC=1C#N)N=C2C.[F:32][C:33]1[C:34](I)=[CH:35][CH:36]=[C:37]2[C:41]=1[N:40]([C:42]1[CH:43]=[C:44]([CH:47]=[CH:48][CH:49]=1)[C:45]#[N:46])[N:39]=[C:38]2[CH3:50].[N:52]1[CH:57]=[CH:56][CH:55]=[CH:54][C:53]=1[N:58]1[CH2:63][CH2:62][NH:61][CH2:60][CH2:59]1.C1C=CC(P(C2C(C3C(P(C4C=CC=CC=4)C4C=CC=CC=4)=CC=C4C=3C=CC=C4)=C3C(C=CC=C3)=CC=2)C2C=CC=CC=2)=CC=1.O(C(C)(C)C)[Na]. Product: [F:32][C:33]1[C:34]([N:61]2[CH2:62][CH2:63][N:58]([C:53]3[CH:54]=[CH:55][CH:56]=[CH:57][N:52]=3)[CH2:59][CH2:60]2)=[CH:35][CH:36]=[C:37]2[C:41]=1[N:40]([C:42]1[CH:43]=[C:44]([CH:47]=[CH:48][CH:49]=1)[CH2:45][NH2:46])[N:39]=[C:38]2[CH3:50]. The catalyst class is: 110. (3) Reactant: [Cl:1][C:2]1[CH:8]=[C:7]([O:9][C:10]2[C:19]3[C:14](=[CH:15][C:16]([O:22][CH3:23])=[C:17]([O:20][CH3:21])[CH:18]=3)[N:13]=[CH:12][N:11]=2)[CH:6]=[CH:5][C:3]=1[NH2:4].Cl[C:25](Cl)([O:27]C(=O)OC(Cl)(Cl)Cl)Cl.[C:36]1([CH:42]([OH:45])[CH2:43][CH3:44])[CH:41]=[CH:40][CH:39]=[CH:38][CH:37]=1.C(=O)(O)[O-].[Na+]. Product: [Cl:1][C:2]1[CH:8]=[C:7]([O:9][C:10]2[C:19]3[C:14](=[CH:15][C:16]([O:22][CH3:23])=[C:17]([O:20][CH3:21])[CH:18]=3)[N:13]=[CH:12][N:11]=2)[CH:6]=[CH:5][C:3]=1[NH:4][C:25](=[O:27])[O:45][CH:42]([C:36]1[CH:41]=[CH:40][CH:39]=[CH:38][CH:37]=1)[CH2:43][CH3:44]. The catalyst class is: 208.